This data is from Full USPTO retrosynthesis dataset with 1.9M reactions from patents (1976-2016). The task is: Predict the reactants needed to synthesize the given product. Given the product [Cl:26][C:27]1[CH:28]=[C:29]([N:49]([C@H:50]2[CH2:55][CH2:54][C@H:53]([N:56]([CH3:58])[CH3:57])[CH2:52][CH2:51]2)[CH2:59][CH3:60])[C:30]([CH3:48])=[C:31]([CH:47]=1)[C:32]([NH:34][CH2:35][C:36]1[C:44]([CH3:45])=[N:43][N:40]([CH2:39][CH3:38])[C:41]=1[O:42][CH3:2])=[O:33], predict the reactants needed to synthesize it. The reactants are: Cl[C:2]1C=C(N([C@H]2CC[C@H](N(C)C)CC2)CC)C(C)=C(C=1)C(O)=O.CN.[Cl:26][C:27]1[CH:28]=[C:29]([N:49]([CH2:59][CH3:60])[C@H:50]2[CH2:55][CH2:54][C@H:53]([N:56]([CH3:58])[CH3:57])[CH2:52][CH2:51]2)[C:30]([CH3:48])=[C:31]([CH:47]=1)[C:32]([NH:34][CH2:35][C:36]1[C:41](=[O:42])[N:40]2[NH:43][CH:44]=[CH:45][C:39]2=[CH:38]C=1C)=[O:33].C(NN)C.C(N(CC)CC)C.C1CN([P+](ON2N=NC3C=CC=CC2=3)(N2CCCC2)N2CCCC2)CC1.F[P-](F)(F)(F)(F)F.